This data is from Full USPTO retrosynthesis dataset with 1.9M reactions from patents (1976-2016). The task is: Predict the reactants needed to synthesize the given product. (1) Given the product [F:1][C:2]1[CH:3]=[C:4]([C@@H:8]([NH2:18])[C:9]([CH3:10])([C:11]2[CH:16]=[CH:15][CH:14]=[CH:13][N:12]=2)[CH3:17])[CH:5]=[CH:6][CH:7]=1, predict the reactants needed to synthesize it. The reactants are: [F:1][C:2]1[CH:3]=[C:4]([CH:8]([NH2:18])[C:9]([CH3:17])([C:11]2[CH:16]=[CH:15][CH:14]=[CH:13][N:12]=2)[CH3:10])[CH:5]=[CH:6][CH:7]=1.C(O)(=O)/C=C/C(O)=O. (2) Given the product [NH2:4][C:5]1[N:9]([C@@H:10]2[CH2:15][CH2:14][CH2:13][NH:12][CH2:11]2)[N:8]=[C:7]([C:26]2[CH:27]=[CH:28][C:29]([O:32][C:33]3[C:38]([F:39])=[CH:37][C:36]([Cl:40])=[CH:35][N:34]=3)=[CH:30][CH:31]=2)[C:6]=1[C:41]([NH2:42])=[O:43], predict the reactants needed to synthesize it. The reactants are: C([NH:4][C:5]1[N:9]([C@@H:10]2[CH2:15][CH2:14][CH2:13][N:12](C(OCC3C=CC=CC=3)=O)[CH2:11]2)[N:8]=[C:7]([C:26]2[CH:31]=[CH:30][C:29]([O:32][C:33]3[C:38]([F:39])=[CH:37][C:36]([Cl:40])=[CH:35][N:34]=3)=[CH:28][CH:27]=2)[C:6]=1[C:41]#[N:42])(=O)C.[OH-:43].[NH4+]. (3) Given the product [CH2:1]([N:3]1[CH2:9][CH2:10][C:11]2[C:12](=[CH:19][CH:20]=[C:21]([N+:23]([O-:25])=[O:24])[CH:22]=2)[CH2:13]1)[CH3:2], predict the reactants needed to synthesize it. The reactants are: [CH2:1]([NH2:3])[CH3:2].CS(O[CH2:9][CH2:10][C:11]1[CH:22]=[C:21]([N+:23]([O-:25])=[O:24])[CH:20]=[CH:19][C:12]=1[CH2:13]CS([O-])(=O)=O)(=O)=O.Cl. (4) Given the product [NH2:1][C:2]1[N:3]=[CH:4][C:5]2[CH2:11][N:10]([C:12]3[C:13](=[O:19])[N:14]([C:21]4[CH:26]=[CH:25][CH:24]=[CH:23][C:22]=4[CH3:27])[CH:15]=[CH:16][C:17]=3[CH3:18])[CH2:9][CH2:8][C:6]=2[N:7]=1, predict the reactants needed to synthesize it. The reactants are: [NH2:1][C:2]1[N:3]=[CH:4][C:5]2[CH2:11][N:10]([C:12]3[C:13](=[O:19])[NH:14][CH:15]=[CH:16][C:17]=3[CH3:18])[CH2:9][CH2:8][C:6]=2[N:7]=1.I[C:21]1[CH:26]=[CH:25][CH:24]=[CH:23][C:22]=1[CH3:27].CNCCNC.P([O-])([O-])([O-])=O.[K+].[K+].[K+]. (5) Given the product [Cl:1][C:2]1[N:7]=[N:6][C:5]([CH:8]([CH3:14])[C:9]([O:11][CH2:12][CH3:13])=[O:10])=[CH:4][CH:3]=1, predict the reactants needed to synthesize it. The reactants are: [Cl:1][C:2]1[N:7]=[N:6][C:5]([C:8](C)([C:14](OCC)=O)[C:9]([O:11][CH2:12][CH3:13])=[O:10])=[CH:4][CH:3]=1.[Na+].[Cl-]. (6) Given the product [CH3:1][C:2]1[S:3][C:4]([C:7]2[CH:12]=[CH:11][CH:10]=[CH:9][C:8]=2[NH2:13])=[N:5][N:6]=1, predict the reactants needed to synthesize it. The reactants are: [CH3:1][C:2]1[S:3][C:4]([C:7]2[CH:12]=[CH:11][CH:10]=[CH:9][C:8]=2[N+:13]([O-])=O)=[N:5][N:6]=1.[Cl-].[NH4+].C(O)(C)C. (7) Given the product [C:1]1([C:19]2[CH:24]=[CH:23][CH:22]=[CH:21][CH:20]=2)[CH:2]=[CH:3][C:4]([CH:7]2[C:12]3=[N:13][S:14](=[O:17])(=[O:18])[CH2:15][CH2:16][N:11]3[CH2:10][CH2:9][CH2:8]2)=[CH:5][CH:6]=1, predict the reactants needed to synthesize it. The reactants are: [C:1]1([C:19]2[CH:24]=[CH:23][CH:22]=[CH:21][CH:20]=2)[CH:6]=[CH:5][C:4]([C:7]2[C:12]3=[N:13][S:14](=[O:18])(=[O:17])[CH2:15][CH2:16][N:11]3[CH:10]=[CH:9][CH:8]=2)=[CH:3][CH:2]=1. (8) Given the product [C:1]1([S:7]([C:10]2[CH:11]=[C:12]3[C:17](=[CH:18][CH:19]=2)[CH:16]([CH2:20][NH2:21])[CH2:15][CH2:14][CH2:13]3)(=[O:9])=[O:8])[CH:2]=[CH:3][CH:4]=[CH:5][CH:6]=1, predict the reactants needed to synthesize it. The reactants are: [C:1]1([S:7]([C:10]2[CH:11]=[C:12]3[C:17](=[CH:18][CH:19]=2)[CH:16]([C:20]#[N:21])[CH2:15][CH2:14][CH2:13]3)(=[O:9])=[O:8])[CH:6]=[CH:5][CH:4]=[CH:3][CH:2]=1. (9) The reactants are: C(OC([N:8]1[CH2:13][CH2:12][CH:11]([N:14]2[C:27]3[CH:26]=[CH:25][C:24]([Cl:28])=[CH:23][C:22]=3[O:21][C:20]3[C:15]2=[CH:16][CH:17]=[CH:18][C:19]=3[O:29][CH3:30])[CH2:10][CH2:9]1)=O)(C)(C)C.C(OC(N1CCC(N2C3C=CC(C4NN=NN=4)=CC=3OC3C2=CC=CC=3)CC1)=O)(C)(C)C.[C:63]([OH:69])([C:65]([F:68])([F:67])[F:66])=[O:64].Cl. Given the product [Cl:28][C:24]1[CH:25]=[CH:26][C:27]2[N:14]([CH:11]3[CH2:12][CH2:13][NH:8][CH2:9][CH2:10]3)[C:15]3[C:20]([O:21][C:22]=2[CH:23]=1)=[C:19]([O:29][CH3:30])[CH:18]=[CH:17][CH:16]=3.[C:63]([OH:69])([C:65]([F:68])([F:67])[F:66])=[O:64], predict the reactants needed to synthesize it.